This data is from Full USPTO retrosynthesis dataset with 1.9M reactions from patents (1976-2016). The task is: Predict the reactants needed to synthesize the given product. (1) Given the product [N:39]1[CH:38]=[C:37]([C@H:36]2[CH2:35][CH2:34][CH2:33][N:32]2[CH3:31])[CH:42]=[CH:41][CH:40]=1, predict the reactants needed to synthesize it. The reactants are: C([C@@](C(O)=O)(O)[C@@](C(=O)C1C=CC=CC=1)(O)C(O)=O)(=O)C1C=CC=CC=1.C(O)(C)C.[CH3:31][N:32]1[CH:36]([C:37]2[CH:42]=[CH:41][CH:40]=[N:39][CH:38]=2)[CH2:35][CH2:34][CH2:33]1. (2) The reactants are: [F:1][C:2]1[CH:7]=[CH:6][C:5]([CH:8]([N:10]2[CH2:15][CH2:14][CH2:13][CH:12](I)[C:11]2=[O:17])[CH3:9])=[CH:4][CH:3]=1.[P:18]([O:25]CC)([O:22][CH2:23][CH3:24])[O:19][CH2:20][CH3:21]. Given the product [F:1][C:2]1[CH:7]=[CH:6][C:5]([C@@H:8]([N:10]2[CH2:15][CH2:14][CH2:13][CH:12]([P:18](=[O:25])([O:22][CH2:23][CH3:24])[O:19][CH2:20][CH3:21])[C:11]2=[O:17])[CH3:9])=[CH:4][CH:3]=1, predict the reactants needed to synthesize it.